Dataset: Reaction yield outcomes from USPTO patents with 853,638 reactions. Task: Predict the reaction yield, written as a fraction of the theoretical maximum amount of product (1.0 means a 100% yield; for example, 0.34 means a 34% yield). (1) The reactants are [Br:1][C:2]1[CH:7]=[CH:6][C:5]([NH:8]C(=O)C)=[C:4]([CH3:12])[C:3]=1[Cl:13].Cl.NC1C2CCCCC=2C(C#N)=CC=1. No catalyst specified. The product is [Br:1][C:2]1[CH:7]=[CH:6][C:5]([NH2:8])=[C:4]([CH3:12])[C:3]=1[Cl:13]. The yield is 0.830. (2) The reactants are FC(F)(F)C(O)=O.[CH3:8][C:9]1[N:10]=[C:11]([NH:14][C:15]2[C:20]([O:21][CH2:22][C:23]3[CH:24]=[C:25]([CH:31]=[CH:32][CH:33]=3)[O:26][CH2:27][C:28]([OH:30])=O)=[CH:19][CH:18]=[CH:17][N:16]=2)[S:12][CH:13]=1.C(N(CC)CC)C.[Cl:41]C(OCC)=O.[CH3:47][N:48]1[CH2:53][CH2:52][NH:51][CH2:50][CH2:49]1.[ClH:54]. The catalyst is O.C1COCC1. The product is [ClH:41].[ClH:54].[CH3:47][N:48]1[CH2:53][CH2:52][N:51]([C:28](=[O:30])[CH2:27][O:26][C:25]2[CH:31]=[CH:32][CH:33]=[C:23]([CH2:22][O:21][C:20]3[C:15]([NH:14][C:11]4[S:12][CH:13]=[C:9]([CH3:8])[N:10]=4)=[N:16][CH:17]=[CH:18][CH:19]=3)[CH:24]=2)[CH2:50][CH2:49]1. The yield is 0.642. (3) The reactants are [CH3:1][O:2][C:3]1[CH:4]=[C:5]2[C:9](=[CH:10][CH:11]=1)[C@H:8]([C@H:12]([CH2:16][CH3:17])[C:13]([OH:15])=[O:14])[CH2:7][CH2:6]2.[C:18]([O-])(O)=O.[Na+].CI.O. The catalyst is CN(C=O)C. The product is [CH3:1][O:2][C:3]1[CH:4]=[C:5]2[C:9](=[CH:10][CH:11]=1)[C@H:8]([C@H:12]([CH2:16][CH3:17])[C:13]([O:15][CH3:18])=[O:14])[CH2:7][CH2:6]2. The yield is 0.990. (4) The reactants are FC1C=C(O)C=C(O)C=1.[Cl-].[Al+3].[Cl-].[Cl-].C(Cl)(=O)C.Cl.[F:19][C:20]1[CH:29]=[C:28]2[C:23]([C:24](=[O:39])[CH2:25]C(C3C=CC(OC)=C(O)C=3)[O:27]2)=[C:22]([OH:40])[CH:21]=1. The catalyst is ClC1C=CC=CC=1. The product is [F:19][C:20]1[CH:21]=[C:22]([OH:40])[C:23]([C:24](=[O:39])[CH3:25])=[C:28]([OH:27])[CH:29]=1. The yield is 0.470. (5) The reactants are [CH3:1][O:2][CH2:3][O:4][C:5]1[CH:13]=[C:12]([O:14][CH2:15][O:16][CH3:17])[CH:11]=[C:10]([CH3:18])[C:6]=1[C:7]([OH:9])=[O:8].[CH3:19][C@@H:20](O)[CH2:21][CH:22]=[CH2:23].C1(P(C2C=CC=CC=2)C2C=CC=CC=2)C=CC=CC=1.CC(OC(/N=N/C(OC(C)C)=O)=O)C. The catalyst is C1COCC1. The product is [CH3:1][O:2][CH2:3][O:4][C:5]1[CH:13]=[C:12]([O:14][CH2:15][O:16][CH3:17])[CH:11]=[C:10]([CH3:18])[C:6]=1[C:7]([O:9][C@H:22]([CH2:21][CH:20]=[CH2:19])[CH3:23])=[O:8]. The yield is 0.820.